Dataset: Forward reaction prediction with 1.9M reactions from USPTO patents (1976-2016). Task: Predict the product of the given reaction. (1) Given the reactants C([O:4][C@H:5]([CH3:27])[CH2:6][CH2:7][CH2:8][CH2:9][N:10]1[C:19](=[O:20])[C:18]2[N:17](COCC)[C:16]([Br:25])=[N:15][C:14]=2[N:13]([CH3:26])[C:11]1=[O:12])(=O)C.Cl, predict the reaction product. The product is: [OH:4][C@H:5]([CH3:27])[CH2:6][CH2:7][CH2:8][CH2:9][N:10]1[C:19](=[O:20])[C:18]2[NH:17][C:16]([Br:25])=[N:15][C:14]=2[N:13]([CH3:26])[C:11]1=[O:12]. (2) The product is: [NH2:31][C:13]1[C:14]([NH:17][CH:18]2[CH2:23][CH2:22][N:21]([C:24]([O:26][C:27]([CH3:30])([CH3:29])[CH3:28])=[O:25])[CH2:20][CH2:19]2)=[N:15][CH:16]=[C:11]([C:2]2[CH:3]=[CH:4][C:5]3[C:10](=[CH:9][CH:8]=[CH:7][CH:6]=3)[CH:1]=2)[CH:12]=1. Given the reactants [CH:1]1[C:10]2[C:5](=[CH:6][CH:7]=[CH:8][CH:9]=2)[CH:4]=[CH:3][C:2]=1[C:11]1[CH:12]=[C:13]([N+:31]([O-])=O)[C:14]([NH:17][CH:18]2[CH2:23][CH2:22][N:21]([C:24]([O:26][C:27]([CH3:30])([CH3:29])[CH3:28])=[O:25])[CH2:20][CH2:19]2)=[N:15][CH:16]=1, predict the reaction product. (3) Given the reactants [CH3:1][N:2]([CH2:10][C:11]1[CH:15]=[C:14]([C:16]2[CH:20]=[CH:19][S:18][CH:17]=2)[N:13]([S:21]([C:24]2[CH:29]=[CH:28][CH:27]=[CH:26][CH:25]=2)(=[O:23])=[O:22])[CH:12]=1)C(=O)OC(C)(C)C.C(OCC)(=O)C.[ClH:36], predict the reaction product. The product is: [ClH:36].[CH3:1][NH:2][CH2:10][C:11]1[CH:15]=[C:14]([C:16]2[CH:20]=[CH:19][S:18][CH:17]=2)[N:13]([S:21]([C:24]2[CH:29]=[CH:28][CH:27]=[CH:26][CH:25]=2)(=[O:23])=[O:22])[CH:12]=1. (4) Given the reactants [CH3:1][O:2][C:3](=[O:15])[CH2:4][C:5]1[CH:10]=[CH:9][C:8]([C:11](=[NH:14])[NH:12][OH:13])=[CH:7][CH:6]=1.[F:16][C:17]([F:28])([F:27])[C:18](O[C:18](=O)[C:17]([F:28])([F:27])[F:16])=O, predict the reaction product. The product is: [CH3:1][O:2][C:3](=[O:15])[CH2:4][C:5]1[CH:6]=[CH:7][C:8]([C:11]2[N:14]=[C:18]([C:17]([F:28])([F:27])[F:16])[O:13][N:12]=2)=[CH:9][CH:10]=1. (5) The product is: [Br:48][CH2:26][C:11]1[CH:12]=[C:13]([O:16][CH2:17][C:18]2[CH:23]=[CH:22][C:21]([O:24][CH3:25])=[CH:20][CH:19]=2)[CH:14]=[CH:15][C:10]=1[C:3]1[CH:4]=[C:5]([O:8][CH3:9])[CH:6]=[CH:7][C:2]=1[F:1]. Given the reactants [F:1][C:2]1[CH:7]=[CH:6][C:5]([O:8][CH3:9])=[CH:4][C:3]=1[C:10]1[CH:15]=[CH:14][C:13]([O:16][CH2:17][C:18]2[CH:23]=[CH:22][C:21]([O:24][CH3:25])=[CH:20][CH:19]=2)=[CH:12][C:11]=1[CH2:26]O.C1(P(C2C=CC=CC=2)C2C=CC=CC=2)C=CC=CC=1.C(Br)(Br)(Br)[Br:48].O, predict the reaction product. (6) The product is: [CH3:32][CH:31]([CH3:33])[C:30]([N:1]1[CH2:5][CH2:4][C@@H:3]([NH:6][C:7]2[C:12]([C:13]3[N:14]=[C:15]4[CH:21]=[CH:20][N:19]([CH2:22][O:23][CH2:24][CH2:25][Si:26]([CH3:29])([CH3:28])[CH3:27])[C:16]4=[N:17][CH:18]=3)=[CH:11][CH:10]=[CH:9][N:8]=2)[CH2:2]1)=[O:34]. Given the reactants [NH:1]1[CH2:5][CH2:4][C@@H:3]([NH:6][C:7]2[C:12]([C:13]3[N:14]=[C:15]4[CH:21]=[CH:20][N:19]([CH2:22][O:23][CH2:24][CH2:25][Si:26]([CH3:29])([CH3:28])[CH3:27])[C:16]4=[N:17][CH:18]=3)=[CH:11][CH:10]=[CH:9][N:8]=2)[CH2:2]1.[C:30](Cl)(=[O:34])[CH:31]([CH3:33])[CH3:32], predict the reaction product. (7) Given the reactants [OH:1][C:2]1[CH:3]=[C:4]2[C:8](=[CH:9][CH:10]=1)[CH2:7][CH:6]([C:11]([OH:13])=[O:12])[CH2:5]2.OS(O)(=O)=O.[CH3:19]O, predict the reaction product. The product is: [OH:1][C:2]1[CH:3]=[C:4]2[C:8](=[CH:9][CH:10]=1)[CH2:7][CH:6]([C:11]([O:13][CH3:19])=[O:12])[CH2:5]2. (8) Given the reactants [SH:1][C:2]1[CH:7]=[CH:6][N:5]=[CH:4][CH:3]=1.[OH-].[Li+].[I-].[Na+].[C:12]([C:16]1[N:21]=[C:20]([N:22]2[CH2:27][CH2:26][N:25]([CH2:28][CH2:29][CH2:30][Cl:31])[CH2:24][CH2:23]2)[CH:19]=[C:18]([CH:32]2[CH2:35][CH2:34][CH2:33]2)[N:17]=1)([CH3:15])([CH3:14])[CH3:13], predict the reaction product. The product is: [ClH:31].[C:12]([C:16]1[N:17]=[C:18]([CH:32]2[CH2:33][CH2:34][CH2:35]2)[CH:19]=[C:20]([N:22]2[CH2:27][CH2:26][N:25]([CH2:28][CH2:29][CH2:30][S:1][C:2]3[CH:7]=[CH:6][N:5]=[CH:4][CH:3]=3)[CH2:24][CH2:23]2)[N:21]=1)([CH3:15])([CH3:13])[CH3:14]. (9) Given the reactants [CH2:1]([NH2:7])[C:2]1[O:6][CH:5]=[CH:4][CH:3]=1.C(N(CC)CC)C.Cl[CH2:16][C:17]([O:19][CH2:20][CH3:21])=[O:18].O, predict the reaction product. The product is: [CH2:1]([NH:7][CH2:16][C:17]([O:19][CH2:20][CH3:21])=[O:18])[C:2]1[O:6][CH:5]=[CH:4][CH:3]=1. (10) Given the reactants [Li]C(CC)C.BrC1C=CC(F)=CN=1.C[Si](C)(C)C#CC(=O)C.C(=O)([O-])[O-].[K+].[K+].[F:29][C:30]1[CH:31]=[CH:32][C:33]([C:36]([OH:44])([C:38]#[C:39][Si](C)(C)C)[CH3:37])=[N:34][CH:35]=1, predict the reaction product. The product is: [F:29][C:30]1[CH:31]=[CH:32][C:33]([C:36]([OH:44])([C:38]#[CH:39])[CH3:37])=[N:34][CH:35]=1.